From a dataset of Full USPTO retrosynthesis dataset with 1.9M reactions from patents (1976-2016). Predict the reactants needed to synthesize the given product. Given the product [OH:19][C:18]1[N:14]=[C:12]([NH:11][C:3]2[CH:4]=[C:5]([N+:8]([O-:10])=[O:9])[CH:6]=[CH:7][C:2]=2[CH3:1])[N:13]=[C:16]([C:23]2[CH:24]=[N:25][CH:26]=[CH:27][CH:28]=2)[CH:17]=1, predict the reactants needed to synthesize it. The reactants are: [CH3:1][C:2]1[CH:7]=[CH:6][C:5]([N+:8]([O-:10])=[O:9])=[CH:4][C:3]=1[NH:11][C:12]([NH2:14])=[NH:13].O=[C:16]([C:23]1[CH:24]=[N:25][CH:26]=[CH:27][CH:28]=1)[CH2:17][C:18](OCC)=[O:19].